This data is from Reaction yield outcomes from USPTO patents with 853,638 reactions. The task is: Predict the reaction yield, written as a fraction of the theoretical maximum amount of product (1.0 means a 100% yield; for example, 0.34 means a 34% yield). (1) The reactants are C(=O)([O-])[O-].[K+].[K+].[OH:7][C:8]1[CH:22]=[CH:21][C:11]([C:12]([NH:14][C:15]2[CH:16]=[N:17][CH:18]=[CH:19][CH:20]=2)=[O:13])=[CH:10][CH:9]=1.Cl[CH2:24][C:25]([NH:27][C:28]1[CH:33]=[CH:32][C:31]([O:34][CH3:35])=[CH:30][CH:29]=1)=[O:26]. The catalyst is CN(C=O)C. The product is [CH3:35][O:34][C:31]1[CH:32]=[CH:33][C:28]([NH:27][C:25](=[O:26])[CH2:24][O:7][C:8]2[CH:22]=[CH:21][C:11]([C:12]([NH:14][C:15]3[CH:16]=[N:17][CH:18]=[CH:19][CH:20]=3)=[O:13])=[CH:10][CH:9]=2)=[CH:29][CH:30]=1. The yield is 0.757. (2) The reactants are [CH3:1][O:2][C:3]1[CH:8]=[CH:7][C:6]([C:9]2([C:12]([OH:14])=[O:13])[CH2:11][CH2:10]2)=[CH:5][CH:4]=1.O.[C:16]1(C)C=CC(S(O)(=O)=O)=CC=1. The catalyst is CO. The product is [CH3:16][O:13][C:12]([C:9]1([C:6]2[CH:5]=[CH:4][C:3]([O:2][CH3:1])=[CH:8][CH:7]=2)[CH2:10][CH2:11]1)=[O:14]. The yield is 0.990.